The task is: Predict the product of the given reaction.. This data is from Forward reaction prediction with 1.9M reactions from USPTO patents (1976-2016). (1) The product is: [CH2:1]([N:8](/[CH:9]=[CH:10]/[CH3:11])[C:19](=[O:21])[CH3:20])[C:2]1[CH:7]=[CH:6][CH:5]=[CH:4][CH:3]=1. Given the reactants [CH2:1](/[N:8]=[CH:9]/[CH2:10][CH3:11])[C:2]1[CH:7]=[CH:6][CH:5]=[CH:4][CH:3]=1.C(N(CC)CC)C.[C:19](OC(=O)C)(=[O:21])[CH3:20], predict the reaction product. (2) Given the reactants CS(C)=O.CC1C=CC(S([CH2:15][N+:16]#[C-])(=O)=O)=CC=1.CC(C)([O-])C.[K+].[N:24]1[CH:29]=[CH:28][CH:27]=[CH:26][C:25]=1[C:30](=O)[CH3:31], predict the reaction product. The product is: [N:24]1[CH:29]=[CH:28][CH:27]=[CH:26][C:25]=1[CH:30]([CH3:31])[C:15]#[N:16]. (3) Given the reactants C(=O)([O-])[O-].[K+].[K+].[C:7]([C:10]1[CH:15]=[CH:14][C:13]([OH:16])=[C:12]([I:17])[C:11]=1[OH:18])(=[O:9])[CH3:8].[CH3:19][O:20][C:21](=[O:37])[C:22]1[CH:27]=[CH:26][CH:25]=[C:24]([CH2:28][C:29]2[CH:34]=[CH:33][C:32]([CH2:35]I)=[CH:31][CH:30]=2)[CH:23]=1.C(OCC)(=O)C, predict the reaction product. The product is: [CH3:19][O:20][C:21](=[O:37])[C:22]1[CH:27]=[CH:26][CH:25]=[C:24]([CH2:28][C:29]2[CH:30]=[CH:31][C:32]([CH2:35][O:16][C:13]3[CH:14]=[CH:15][C:10]([C:7](=[O:9])[CH3:8])=[C:11]([OH:18])[C:12]=3[I:17])=[CH:33][CH:34]=2)[CH:23]=1. (4) The product is: [C:1]([O:5][C:6](=[O:25])[NH:7][C@@H:8]([CH:23]=[O:24])[CH2:9][C:10]1[CH:15]=[CH:14][C:13]([C:16]2[CH:21]=[CH:20][CH:19]=[C:18]([Cl:22])[CH:17]=2)=[CH:12][CH:11]=1)([CH3:2])([CH3:4])[CH3:3]. Given the reactants [C:1]([O:5][C:6](=[O:25])[NH:7][C@@H:8]([CH2:23][OH:24])[CH2:9][C:10]1[CH:15]=[CH:14][C:13]([C:16]2[CH:21]=[CH:20][CH:19]=[C:18]([Cl:22])[CH:17]=2)=[CH:12][CH:11]=1)([CH3:4])([CH3:3])[CH3:2].CC(OI1(OC(C)=O)(OC(C)=O)OC(=O)C2C=CC=CC1=2)=O, predict the reaction product. (5) The product is: [Br:17][C:14]1[CH:15]=[CH:16][C:11]2[N:10]=[C:2]([CH2:3][C:4]([O:6][CH3:7])=[O:5])[NH:21][S:18](=[O:20])(=[O:19])[C:12]=2[CH:13]=1. Given the reactants Cl[C:2](=O)[CH2:3][C:4]([O:6][CH2:7]C)=[O:5].[NH2:10][C:11]1[CH:16]=[CH:15][C:14]([Br:17])=[CH:13][C:12]=1[S:18]([NH2:21])(=[O:20])=[O:19].C(N(CC)CC)C.CN(C1C=CC=CN=1)C, predict the reaction product.